Dataset: Full USPTO retrosynthesis dataset with 1.9M reactions from patents (1976-2016). Task: Predict the reactants needed to synthesize the given product. (1) Given the product [CH3:27][C:25]1[CH:26]=[C:21]([CH3:20])[N:22]=[C:23]([C:28]2[CH:33]=[CH:32][C:31]([C:2]3[N:7]=[C:6]([C:8]4[CH:13]=[CH:12][CH:11]=[CH:10][CH:9]=4)[N:5]=[C:4]([C:14]4[CH:19]=[CH:18][CH:17]=[CH:16][CH:15]=4)[N:3]=3)=[CH:30][CH:29]=2)[N:24]=1, predict the reactants needed to synthesize it. The reactants are: Cl[C:2]1[N:7]=[C:6]([C:8]2[CH:13]=[CH:12][CH:11]=[CH:10][CH:9]=2)[N:5]=[C:4]([C:14]2[CH:19]=[CH:18][CH:17]=[CH:16][CH:15]=2)[N:3]=1.[CH3:20][C:21]1[CH:26]=[C:25]([CH3:27])[N:24]=[C:23]([C:28]2[CH:33]=[CH:32][C:31](B3OC(C)(C)C(C)(C)O3)=[CH:30][CH:29]=2)[N:22]=1.C(=O)([O-])[O-].[K+].[K+]. (2) Given the product [N:37]1([C:22]2[N:21]=[C:20]([CH2:19][N:15]3[C@@H:14]([CH3:29])[C@@H:13]([C:5]4[CH:4]=[C:3]([C:2]([F:31])([F:30])[F:1])[CH:8]=[C:7]([C:9]([F:12])([F:11])[F:10])[CH:6]=4)[O:17][C:16]3=[O:18])[C:25]([Br:26])=[C:24]([CH3:27])[CH:23]=2)[CH2:40][CH2:39][CH2:38]1, predict the reactants needed to synthesize it. The reactants are: [F:1][C:2]([F:31])([F:30])[C:3]1[CH:4]=[C:5]([C@H:13]2[O:17][C:16](=[O:18])[N:15]([CH2:19][C:20]3[C:25]([Br:26])=[C:24]([CH3:27])[CH:23]=[C:22](Cl)[N:21]=3)[C@H:14]2[CH3:29])[CH:6]=[C:7]([C:9]([F:12])([F:11])[F:10])[CH:8]=1.C1COCC1.[NH:37]1[CH2:40][CH2:39][CH2:38]1. (3) Given the product [Br:1][C:2]1[C:10]2[N:9]=[C:8]([CH2:11][F:12])[N:7]([CH2:13][C:14]3[CH:19]=[CH:18][CH:17]=[C:16]([C:20]([F:23])([F:21])[F:22])[C:15]=3[CH3:24])[C:6]=2[CH:5]=[C:4]([NH2:25])[CH:3]=1, predict the reactants needed to synthesize it. The reactants are: [Br:1][C:2]1[C:10]2[N:9]=[C:8]([CH2:11][F:12])[N:7]([CH2:13][C:14]3[CH:19]=[CH:18][CH:17]=[C:16]([C:20]([F:23])([F:22])[F:21])[C:15]=3[CH3:24])[C:6]=2[CH:5]=[C:4]([N+:25]([O-])=O)[CH:3]=1.O.O.[Sn](Cl)Cl.Cl. (4) Given the product [CH3:27][C:26]1[CH:25]=[C:24]([CH3:28])[NH:23][C:22](=[O:29])[C:21]=1[CH2:20][NH:19][C:17]([C:7]1[C:8]2[CH:13]=[N:12][N:11]([CH:14]([CH3:16])[CH3:15])[C:9]=2[N:10]=[C:5]([CH:2]=[O:1])[CH:6]=1)=[O:18], predict the reactants needed to synthesize it. The reactants are: [OH:1][CH:2]([C:5]1[CH:6]=[C:7]([C:17]([NH:19][CH2:20][C:21]2[C:22](=[O:29])[NH:23][C:24]([CH3:28])=[CH:25][C:26]=2[CH3:27])=[O:18])[C:8]2[CH:13]=[N:12][N:11]([CH:14]([CH3:16])[CH3:15])[C:9]=2[N:10]=1)CO. (5) Given the product [F:31][CH:2]([F:1])[N:3]1[N:19]=[CH:18][C:17]2[NH:16][C:15](=[O:20])[C@@H:14]([CH3:21])[CH2:13][CH2:12][CH2:11][C@H:10]([NH:22][C:23](=[O:29])[O:24][C:25]([CH3:26])([CH3:27])[CH3:28])[C:9]3[CH:30]=[C:5]([CH:6]=[CH:7][N:8]=3)[C:4]1=2, predict the reactants needed to synthesize it. The reactants are: [F:1][CH:2]([F:31])[N:3]1[N:19]=[CH:18][C:17]2[NH:16][C:15](=[O:20])[C@@H:14]([CH3:21])[CH:13]=[CH:12][CH2:11][C@H:10]([NH:22][C:23](=[O:29])[O:24][C:25]([CH3:28])([CH3:27])[CH3:26])[C:9]3[CH:30]=[C:5]([CH:6]=[CH:7][N:8]=3)[C:4]1=2. (6) Given the product [CH3:3][N:4]1[CH2:9][CH2:8][N:7]([CH2:10][CH2:11][O:12][C:14]2[CH:19]=[CH:18][N:17]=[C:16]([NH2:20])[CH:15]=2)[CH2:6][CH2:5]1, predict the reactants needed to synthesize it. The reactants are: [H-].[Na+].[CH3:3][N:4]1[CH2:9][CH2:8][N:7]([CH2:10][CH2:11][OH:12])[CH2:6][CH2:5]1.Cl[C:14]1[CH:19]=[CH:18][N:17]=[C:16]([NH2:20])[CH:15]=1.[Cl-].[Na+]. (7) The reactants are: Cl.[CH2:2]([N:9]1[CH2:14][CH2:13][C:12]([C:18]2[CH:23]=[CH:22][CH:21]=[CH:20][CH:19]=2)([C:15]([OH:17])=O)[CH2:11][CH2:10]1)[C:3]1[CH:8]=[CH:7][CH:6]=[CH:5][CH:4]=1.[CH3:24][CH:25]1[CH2:30][NH:29][CH2:28][CH:27]([CH3:31])[NH:26]1.C(N(CC)CC)C.C(Cl)CCl. Given the product [CH2:2]([N:9]1[CH2:14][CH2:13][C:12]([C:15]([N:29]2[CH2:28][CH:27]([CH3:31])[NH:26][CH:25]([CH3:24])[CH2:30]2)=[O:17])([C:18]2[CH:23]=[CH:22][CH:21]=[CH:20][CH:19]=2)[CH2:11][CH2:10]1)[C:3]1[CH:8]=[CH:7][CH:6]=[CH:5][CH:4]=1, predict the reactants needed to synthesize it.